This data is from Catalyst prediction with 721,799 reactions and 888 catalyst types from USPTO. The task is: Predict which catalyst facilitates the given reaction. (1) Reactant: COC1C=C(C=CC=1OC)C[NH:7][C:8]1[N:13]2[N:14]=[C:15]([C:17]3[O:18][CH:19]=[CH:20][CH:21]=3)[N:16]=[C:12]2[CH:11]=[C:10]([C:22]2[S:23][CH:24]=[CH:25][CH:26]=2)[N:9]=1.O.C(C1C(=O)C(Cl)=C(Cl)C(=O)C=1C#N)#N.[OH-].[Na+]. Product: [NH2:7][C:8]1[N:13]2[N:14]=[C:15]([C:17]3[O:18][CH:19]=[CH:20][CH:21]=3)[N:16]=[C:12]2[CH:11]=[C:10]([C:22]2[S:23][CH:24]=[CH:25][CH:26]=2)[N:9]=1. The catalyst class is: 526. (2) Reactant: [ClH:1].C([N:9]1[CH2:14][CH2:13][C:12]2([C:22]3[C:17](=[CH:18][CH:19]=[C:20]([CH2:23][CH3:24])[CH:21]=3)[C:16](=[O:25])[O:15]2)[CH2:11][CH2:10]1)C1C=CC=CC=1. Product: [ClH:1].[CH2:23]([C:20]1[CH:21]=[C:22]2[C:17]([C:16](=[O:25])[O:15][C:12]32[CH2:11][CH2:10][NH:9][CH2:14][CH2:13]3)=[CH:18][CH:19]=1)[CH3:24]. The catalyst class is: 129. (3) Reactant: [CH2:1]([C:5]1[N:10]=[CH:9][C:8]([C:11]2[O:15][N:14]=[C:13]([C:16]3[CH:21]=[CH:20][C:19]([CH2:22][C:23](O)=[O:24])=[CH:18][CH:17]=3)[N:12]=2)=[CH:7][C:6]=1[CH3:26])[CH:2]([CH3:4])[CH3:3].CCN=C=NCCCN(C)C.Cl.C1C=CC2N(O)N=NC=2C=1.CCN(C(C)C)C(C)C.[CH2:58]([CH2:60][NH2:61])[OH:59]. Product: [OH:59][CH2:58][CH2:60][NH:61][C:23](=[O:24])[CH2:22][C:19]1[CH:20]=[CH:21][C:16]([C:13]2[N:12]=[C:11]([C:8]3[CH:9]=[N:10][C:5]([CH2:1][CH:2]([CH3:3])[CH3:4])=[C:6]([CH3:26])[CH:7]=3)[O:15][N:14]=2)=[CH:17][CH:18]=1. The catalyst class is: 499. (4) Reactant: [C:1]([C:3]([C:6]1[CH:11]=[CH:10][C:9](B(O)O)=[CH:8][CH:7]=1)([CH3:5])[CH3:4])#[N:2].[NH2:15][C:16]1[C:17]([C:23]2[CH:24]=[C:25]3[C:30](=[CH:31][CH:32]=2)[C:29](=[O:33])[NH:28][CH2:27][CH2:26]3)=[N:18][C:19](Br)=[CH:20][N:21]=1. Product: [NH2:15][C:16]1[N:21]=[CH:20][C:19]([C:9]2[CH:10]=[CH:11][C:6]([C:3]([CH3:5])([CH3:4])[C:1]#[N:2])=[CH:7][CH:8]=2)=[N:18][C:17]=1[C:23]1[CH:24]=[C:25]2[C:30](=[CH:31][CH:32]=1)[C:29](=[O:33])[NH:28][CH2:27][CH2:26]2. The catalyst class is: 51. (5) Reactant: [Cl:1][C:2]1[CH:3]=[C:4]([CH:7]=[CH:8][C:9]=1[Cl:10])[CH2:5][NH2:6].[CH:11]([N:14]([CH:17](C)C)[CH2:15][CH3:16])(C)[CH3:12].ClC(OC1C=CC([N+]([O-])=O)=CC=1)=[O:22].C[N:34]1[CH2:39]CNCC1. Product: [Cl:1][C:2]1[CH:3]=[C:4]([CH:7]=[CH:8][C:9]=1[Cl:10])[CH2:5][NH:6][C:39]([N:34]1[CH2:16][CH2:15][N:14]([CH3:17])[CH2:11][CH2:12]1)=[O:22]. The catalyst class is: 1. (6) Reactant: [C:1](Cl)(=[O:9])[O:2][C:3]1[CH:8]=[CH:7][CH:6]=[CH:5][CH:4]=1.N1C=CC=CC=1.[F:17][C:18]1[CH:19]=[CH:20][C:21]([NH2:24])=[N:22][CH:23]=1. Product: [F:17][C:18]1[CH:19]=[CH:20][C:21]([NH:24][C:1](=[O:9])[O:2][C:3]2[CH:8]=[CH:7][CH:6]=[CH:5][CH:4]=2)=[N:22][CH:23]=1. The catalyst class is: 4. (7) Reactant: [CH3:1][O:2][C:3](=[O:31])[CH2:4][CH2:5][C:6]1[O:10][N:9]=[C:8]([C:11]2[CH:16]=[CH:15][C:14]([S:17]([N:20]3[CH2:25][CH2:24][CH:23]([CH:26](OC)[O:27]C)[CH2:22][CH2:21]3)(=[O:19])=[O:18])=[CH:13][CH:12]=2)[N:7]=1. Product: [CH3:1][O:2][C:3](=[O:31])[CH2:4][CH2:5][C:6]1[O:10][N:9]=[C:8]([C:11]2[CH:12]=[CH:13][C:14]([S:17]([N:20]3[CH2:25][CH2:24][CH:23]([CH:26]=[O:27])[CH2:22][CH2:21]3)(=[O:18])=[O:19])=[CH:15][CH:16]=2)[N:7]=1. The catalyst class is: 157. (8) Reactant: [C:1]([C:3]1[C:8]([F:9])=[CH:7][C:6]([CH2:10][C:11]([O:13][CH3:14])=[O:12])=[C:5]([CH3:15])[CH:4]=1)#[N:2].CO[CH:18](OC)[N:19]([CH3:21])[CH3:20].[Cl-].[Li+]. Product: [C:1]([C:3]1[C:8]([F:9])=[CH:7][C:6]([C:10](=[CH:18][N:19]([CH3:21])[CH3:20])[C:11]([O:13][CH3:14])=[O:12])=[C:5]([CH3:15])[CH:4]=1)#[N:2]. The catalyst class is: 25.